Dataset: Catalyst prediction with 721,799 reactions and 888 catalyst types from USPTO. Task: Predict which catalyst facilitates the given reaction. (1) Reactant: [C:1]1([CH2:7][CH2:8][CH2:9][CH:10]([NH:20][C:21]([CH:23]2[CH2:28][CH2:27][CH2:26][N:25](C(OC(C)(C)C)=O)[CH2:24]2)=[O:22])[CH2:11][CH2:12][CH2:13][C:14]2[CH:19]=[CH:18][CH:17]=[CH:16][CH:15]=2)[CH:6]=[CH:5][CH:4]=[CH:3][CH:2]=1.FC(F)(F)C(O)=O. Product: [C:1]1([CH2:7][CH2:8][CH2:9][CH:10]([NH:20][C:21]([CH:23]2[CH2:28][CH2:27][CH2:26][NH:25][CH2:24]2)=[O:22])[CH2:11][CH2:12][CH2:13][C:14]2[CH:19]=[CH:18][CH:17]=[CH:16][CH:15]=2)[CH:2]=[CH:3][CH:4]=[CH:5][CH:6]=1. The catalyst class is: 2. (2) Reactant: O[CH2:2][C@H:3]1[N:8]([CH2:9][CH:10]([OH:21])[C:11]2[CH:20]=[CH:19][C:14]3[C:15](=[O:18])[O:16][CH2:17][C:13]=3[CH:12]=2)[CH2:7][CH2:6][N:5]([C:22]([O:24][C:25]([CH3:28])([CH3:27])[CH3:26])=[O:23])[CH2:4]1.C(C=P(CCCC)(CCCC)CCCC)#N. Product: [O:18]=[C:15]1[C:14]2[CH:19]=[CH:20][C:11]([CH:10]3[O:21][CH2:2][C@@H:3]4[CH2:4][N:5]([C:22]([O:24][C:25]([CH3:26])([CH3:27])[CH3:28])=[O:23])[CH2:6][CH2:7][N:8]4[CH2:9]3)=[CH:12][C:13]=2[CH2:17][O:16]1. The catalyst class is: 48. (3) Reactant: [F:1][C:2]([F:37])([F:36])[C:3]1[CH:4]=[C:5]([CH:29]=[C:30]([C:32]([F:35])([F:34])[F:33])[CH:31]=1)[C:6]([N:8]1[CH2:13][CH2:12][NH:11][CH2:10][CH:9]1[CH2:14][C:15]1[CH:20]=[CH:19][C:18]([CH3:21])=[C:17]([O:22][CH2:23][O:24][CH2:25][CH2:26][O:27][CH3:28])[CH:16]=1)=[O:7].Cl.Cl[CH2:40][C:41]#[C:42][C:43]1[CH:44]=[N:45][CH:46]=[CH:47][CH:48]=1.C(=O)([O-])[O-].[K+].[K+].[I-].[K+]. Product: [F:37][C:2]([F:1])([F:36])[C:3]1[CH:4]=[C:5]([CH:29]=[C:30]([C:32]([F:33])([F:34])[F:35])[CH:31]=1)[C:6]([N:8]1[CH2:13][CH2:12][N:11]([CH2:40][C:41]#[C:42][C:43]2[CH:44]=[N:45][CH:46]=[CH:47][CH:48]=2)[CH2:10][CH:9]1[CH2:14][C:15]1[CH:20]=[CH:19][C:18]([CH3:21])=[C:17]([O:22][CH2:23][O:24][CH2:25][CH2:26][O:27][CH3:28])[CH:16]=1)=[O:7]. The catalyst class is: 9. (4) Reactant: [CH:1]1([CH2:7][CH:8]([CH2:12][C:13]([N:15]2[CH2:20][CH2:19][O:18][CH2:17][CH2:16]2)=[O:14])[C:9]([OH:11])=O)[CH2:6][CH2:5][CH2:4][CH2:3][CH2:2]1.OC(C(F)(F)F)=O.[NH2:28][CH:29]([CH2:41][CH3:42])[CH:30]([C:32]1[O:33][C:34]2[CH:40]=[CH:39][CH:38]=[CH:37][C:35]=2[N:36]=1)[OH:31].C1C=CC2N(O)N=NC=2C=1.C(Cl)CCl.CN1CCOCC1. Product: [O:33]1[C:34]2[CH:40]=[CH:39][CH:38]=[CH:37][C:35]=2[N:36]=[C:32]1[CH:30]([OH:31])[CH:29]([NH:28][C:9](=[O:11])[CH:8]([CH2:7][CH:1]1[CH2:2][CH2:3][CH2:4][CH2:5][CH2:6]1)[CH2:12][C:13]([N:15]1[CH2:20][CH2:19][O:18][CH2:17][CH2:16]1)=[O:14])[CH2:41][CH3:42]. The catalyst class is: 2.